The task is: Predict the reaction yield, written as a fraction of the theoretical maximum amount of product (1.0 means a 100% yield; for example, 0.34 means a 34% yield).. This data is from Reaction yield outcomes from USPTO patents with 853,638 reactions. (1) The yield is 0.500. The catalyst is C(O)C.[Pd]. The product is [NH2:10][C:8]1[CH:7]=[CH:6][C:5]([OH:18])=[C:4]([O:3][C:2]([F:1])([F:19])[F:20])[CH:9]=1. The reactants are [F:1][C:2]([F:20])([F:19])[O:3][C:4]1[CH:9]=[C:8]([N:10]=NC2C=CC=CC=2)[CH:7]=[CH:6][C:5]=1[OH:18]. (2) The product is [C:1]([C:3]1[CH:4]=[C:5]([N:9]([CH2:14][C:15]2[CH:20]=[CH:19][CH:18]=[C:17]([I:21])[CH:16]=2)[C:10](=[O:13])[CH2:11][CH3:12])[CH:6]=[C:7]([F:30])[CH:8]=1)#[N:2]. The yield is 0.800. No catalyst specified. The reactants are [C:1]([C:3]1[CH:4]=[C:5]([N:9]([CH2:14][C:15]2[CH:20]=[CH:19][CH:18]=[C:17]([I:21])[CH:16]=2)[C:10](=[O:13])[CH2:11][CH3:12])[CH:6]=[CH:7][CH:8]=1)#[N:2].C(C1C=C(NC(=O)CC)C=C([F:30])C=1)#N.IC1C=C(C=CC=1)CBr. (3) The reactants are [NH:1]1[CH2:6][CH2:5][CH:4]([CH2:7][OH:8])[CH2:3][CH2:2]1.[CH3:9][O:10][C:11]1[CH:18]=[CH:17][C:14]([CH:15]=O)=[CH:13][CH:12]=1.C(O)(=O)C.[BH-](OC(C)=O)(OC(C)=O)OC(C)=O.[Na+]. The catalyst is C1COCC1.ClCCCl.C(Cl)Cl.[OH-].[Na+]. The product is [CH3:9][O:10][C:11]1[CH:18]=[CH:17][C:14]([CH2:15][N:1]2[CH2:6][CH2:5][CH:4]([CH2:7][OH:8])[CH2:3][CH2:2]2)=[CH:13][CH:12]=1. The yield is 0.460.